Dataset: Full USPTO retrosynthesis dataset with 1.9M reactions from patents (1976-2016). Task: Predict the reactants needed to synthesize the given product. Given the product [C:1]([C:3]1[CH:8]=[CH:7][C:6]([CH:9]([CH3:13])[C:10]([NH:49][CH2:48][C:47]2[C:42]([C:38]3[CH:37]=[C:36]([CH3:54])[CH:41]=[CH:40][CH:39]=3)=[N:43][C:44]([C:50]([F:53])([F:51])[F:52])=[CH:45][CH:46]=2)=[O:12])=[CH:5][C:4]=1[CH3:14])#[N:2], predict the reactants needed to synthesize it. The reactants are: [C:1]([C:3]1[CH:8]=[CH:7][C:6]([CH:9]([CH3:13])[C:10]([OH:12])=O)=[CH:5][C:4]=1[CH3:14])#[N:2].CN(C)CCCN=C=NCC.ON1C2C=CC=CC=2N=N1.[C:36]1([CH3:54])[CH:41]=[CH:40][CH:39]=[C:38]([C:42]2[C:47]([CH2:48][NH2:49])=[CH:46][CH:45]=[C:44]([C:50]([F:53])([F:52])[F:51])[N:43]=2)[CH:37]=1.C(N(CC)CC)C.